Predict which catalyst facilitates the given reaction. From a dataset of Catalyst prediction with 721,799 reactions and 888 catalyst types from USPTO. (1) Reactant: [Mg].[CH2:2]([O:9][CH2:10][O:11][CH2:12][C@@H:13]([CH3:26])[CH2:14]OS(C1C=CC(C)=CC=1)(=O)=O)[C:3]1[CH:8]=[CH:7][CH:6]=[CH:5][CH:4]=1.[Li+].[Cl-]. Product: [CH2:2]([O:9][CH2:10][O:11][CH2:12][C@@H:13]([CH3:26])[CH2:14][CH2:5][CH:4]=[C:3]([CH3:8])[CH3:2])[C:3]1[CH:4]=[CH:5][CH:6]=[CH:7][CH:8]=1. The catalyst class is: 1. (2) Reactant: S(Cl)(Cl)=O.[Cl:5][C:6]1[C:14]([Cl:15])=[CH:13][C:12]([N+:16]([O-:18])=[O:17])=[CH:11][C:7]=1[C:8]([OH:10])=O.O.[CH3:20]COC(C)=O. Product: [Cl:5][C:6]1[C:14]([Cl:15])=[CH:13][C:12]([N+:16]([O-:18])=[O:17])=[CH:11][C:7]=1[C:8](=[O:10])[CH3:20]. The catalyst class is: 3. (3) Reactant: C(OC([N:8]([CH2:26][C:27]([O:29][C:30](C)(C)[CH3:31])=[O:28])[C:9]1[CH:14]=[CH:13][CH:12]=[C:11]([CH2:15][NH:16][S:17]([C:20]2[CH:25]=[CH:24][CH:23]=[CH:22][N:21]=2)(=[O:19])=[O:18])[N:10]=1)=O)(C)(C)C.Cl.C(O)C.[OH-].[Na+]. Product: [N:21]1[CH:22]=[CH:23][CH:24]=[CH:25][C:20]=1[S:17]([NH:16][CH2:15][C:11]1[N:10]=[C:9]([NH:8][CH2:26][C:27]([O:29][CH2:30][CH3:31])=[O:28])[CH:14]=[CH:13][CH:12]=1)(=[O:18])=[O:19]. The catalyst class is: 6.